This data is from Catalyst prediction with 721,799 reactions and 888 catalyst types from USPTO. The task is: Predict which catalyst facilitates the given reaction. Reactant: [CH3:1][C@@H:2]1[CH2:6][CH2:5][CH2:4][N:3]1[CH2:7][CH2:8][C:9]1[CH:14]=[CH:13][C:12]([C:15]2[CH:20]=[CH:19][C:18]([C:21]3([C:26]([OH:28])=O)[CH2:25][CH2:24][CH2:23][CH2:22]3)=[CH:17][CH:16]=2)=[CH:11][CH:10]=1.Cl.[NH2:30][CH2:31][CH2:32][C:33]([O:35][CH2:36][CH3:37])=[O:34].CN(C(ON1N=NC2C=CC=NC1=2)=[N+](C)C)C.F[P-](F)(F)(F)(F)F.Cl. Product: [CH3:1][C@@H:2]1[CH2:6][CH2:5][CH2:4][N:3]1[CH2:7][CH2:8][C:9]1[CH:14]=[CH:13][C:12]([C:15]2[CH:20]=[CH:19][C:18]([C:21]3([C:26]([NH:30][CH2:31][CH2:32][C:33]([O:35][CH2:36][CH3:37])=[O:34])=[O:28])[CH2:25][CH2:24][CH2:23][CH2:22]3)=[CH:17][CH:16]=2)=[CH:11][CH:10]=1. The catalyst class is: 3.